This data is from Peptide-MHC class I binding affinity with 185,985 pairs from IEDB/IMGT. The task is: Regression. Given a peptide amino acid sequence and an MHC pseudo amino acid sequence, predict their binding affinity value. This is MHC class I binding data. The peptide sequence is SHAAIGAYL. The MHC is HLA-A80:01 with pseudo-sequence HLA-A80:01. The binding affinity (normalized) is 0.0847.